From a dataset of Catalyst prediction with 721,799 reactions and 888 catalyst types from USPTO. Predict which catalyst facilitates the given reaction. (1) Reactant: [CH3:1][O:2][C:3](=[O:16])[C:4]1[CH:9]=[C:8]([NH:10][S:11]([CH3:14])(=[O:13])=[O:12])[CH:7]=[C:6]([Cl:15])[CH:5]=1.C(=O)([O-])[O-].[Cs+].[Cs+].I[CH2:24][C:25]([NH2:27])=[O:26]. Product: [CH3:1][O:2][C:3](=[O:16])[C:4]1[CH:5]=[C:6]([Cl:15])[CH:7]=[C:8]([N:10]([CH2:24][C:25](=[O:26])[NH2:27])[S:11]([CH3:14])(=[O:13])=[O:12])[CH:9]=1. The catalyst class is: 10. (2) Reactant: [Br-].[F:2][C:3]([F:8])([F:7])[C:4]([Zn+])=[CH2:5].[Br:9][C:10]1[C:11]([O:17][CH:18]([F:20])[F:19])=[C:12](I)[CH:13]=[CH:14][CH:15]=1. Product: [Br:9][C:10]1[C:11]([O:17][CH:18]([F:20])[F:19])=[C:12]([C:4]([C:3]([F:8])([F:7])[F:2])=[CH2:5])[CH:13]=[CH:14][CH:15]=1. The catalyst class is: 632. (3) Reactant: [Cl:1][C:2]1[CH:3]=[C:4]([S:8][C:9]2[C:13]3[CH:14]=[CH:15][CH:16]=[CH:17][C:12]=3[S:11][C:10]=2[NH2:18])[CH:5]=[CH:6][CH:7]=1.Cl. Product: [ClH:1].[Cl:1][C:2]1[CH:3]=[C:4]([S:8][C:9]2[C:13]3[CH:14]=[CH:15][CH:16]=[CH:17][C:12]=3[S:11][C:10]=2[NH2:18])[CH:5]=[CH:6][CH:7]=1. The catalyst class is: 27. (4) Reactant: CCOC(/N=N/C(OCC)=O)=O.[CH2:13]([N:15]1[C:21]2[N:22]=[CH:23][C:24]([CH2:26][CH2:27][OH:28])=[CH:25][C:20]=2[C:19](=[O:29])[N:18]([CH3:30])[C:17]2[CH:31]=[CH:32][CH:33]=[N:34][C:16]1=2)[CH3:14].O[C:36]1[CH:37]=[C:38]([C:42]2[CH:47]=[CH:46][C:45]([C:48]([O:50][CH3:51])=[O:49])=[CH:44][CH:43]=2)[CH:39]=[CH:40][CH:41]=1.C1C=CC(P(C2C=CC=CC=2)C2C=CC=CC=2)=CC=1. Product: [CH2:13]([N:15]1[C:21]2[N:22]=[CH:23][C:24]([CH2:26][CH2:27][O:28][C:40]3[CH:39]=[C:38]([C:42]4[CH:47]=[CH:46][C:45]([C:48]([O:50][CH3:51])=[O:49])=[CH:44][CH:43]=4)[CH:37]=[CH:36][CH:41]=3)=[CH:25][C:20]=2[C:19](=[O:29])[N:18]([CH3:30])[C:17]2[CH:31]=[CH:32][CH:33]=[N:34][C:16]1=2)[CH3:14]. The catalyst class is: 1. (5) Reactant: [CH3:1][O:2][C:3]1[CH:8]=[CH:7][CH:6]=[CH:5][C:4]=1[N:9]1[CH:14]2[CH2:15][CH2:16][CH:10]1[CH2:11][C:12]([C:19]1[CH:24]=[CH:23][CH:22]=[C:21]([O:25][CH3:26])[CH:20]=1)([C:17]#[N:18])[CH2:13]2.[OH-:27].[K+].O. Product: [CH3:1][O:2][C:3]1[CH:8]=[CH:7][CH:6]=[CH:5][C:4]=1[N:9]1[CH:10]2[CH2:16][CH2:15][CH:14]1[CH2:13][C:12]([C:19]1[CH:24]=[CH:23][CH:22]=[C:21]([O:25][CH3:26])[CH:20]=1)([C:17]([NH2:18])=[O:27])[CH2:11]2. The catalyst class is: 16. (6) Reactant: C[O:2][C:3](=[O:23])[CH:4]([C:11]1[CH:16]=[CH:15][C:14]([C:17]#[C:18][CH2:19][CH:20]([OH:22])[CH3:21])=[CH:13][CH:12]=1)[CH2:5][CH:6]1[CH2:10][CH2:9][CH2:8][CH2:7]1.[OH-].[Li+]. Product: [CH:6]1([CH2:5][CH:4]([C:11]2[CH:16]=[CH:15][C:14]([C:17]#[C:18][CH2:19][CH:20]([OH:22])[CH3:21])=[CH:13][CH:12]=2)[C:3]([OH:23])=[O:2])[CH2:10][CH2:9][CH2:8][CH2:7]1. The catalyst class is: 30. (7) Reactant: [Cl:1][C:2]1[CH:3]=[C:4]([NH2:20])[CH:5]=[C:6]([Cl:19])[C:7]=1[S:8][C:9]1[N:10]=[N:11][C:12](Cl)=[C:13]([CH:15]([CH3:17])[CH3:16])[CH:14]=1.[C:21]([O-])(=[O:23])[CH3:22].[Na+].[OH-:26].[Na+]. Product: [Cl:1][C:2]1[CH:3]=[C:4]([NH:20][C:21](=[O:23])[CH3:22])[CH:5]=[C:6]([Cl:19])[C:7]=1[S:8][C:9]1[CH:14]=[C:13]([CH:15]([CH3:17])[CH3:16])[C:12](=[O:26])[NH:11][N:10]=1. The catalyst class is: 15.